From a dataset of Peptide-MHC class I binding affinity with 185,985 pairs from IEDB/IMGT. Regression. Given a peptide amino acid sequence and an MHC pseudo amino acid sequence, predict their binding affinity value. This is MHC class I binding data. (1) The peptide sequence is DLSNSMRDF. The MHC is HLA-A69:01 with pseudo-sequence HLA-A69:01. The binding affinity (normalized) is 0.0847. (2) The peptide sequence is ALKISQLQK. The MHC is HLA-A68:01 with pseudo-sequence HLA-A68:01. The binding affinity (normalized) is 0.149. (3) The peptide sequence is MTSWLDFSH. The binding affinity (normalized) is 0.560. The MHC is HLA-A11:01 with pseudo-sequence HLA-A11:01. (4) The peptide sequence is IPSLFIESSI. The MHC is HLA-B35:01 with pseudo-sequence HLA-B35:01. The binding affinity (normalized) is 0. (5) The peptide sequence is SINDLGCGY. The MHC is HLA-A03:01 with pseudo-sequence HLA-A03:01. The binding affinity (normalized) is 0.0847. (6) The peptide sequence is AVMAPRTHNR. The MHC is HLA-A33:01 with pseudo-sequence HLA-A33:01. The binding affinity (normalized) is 0.696.